From a dataset of Experimentally validated miRNA-target interactions with 360,000+ pairs, plus equal number of negative samples. Binary Classification. Given a miRNA mature sequence and a target amino acid sequence, predict their likelihood of interaction. (1) The miRNA is hsa-miR-4476 with sequence CAGGAAGGAUUUAGGGACAGGC. The protein sequence of the target gene is MNRAKPTTVRRPSAAAKPSGHPPPGDFIALGSKGQANESKTASTLLKPAPSGLPSERKRDAAAALSSASALTGLTKRPKLSSTPPLSALGRLAEAAVAEKRAISPSIKEPSVVPIEVLPTVLLDEIEAAELEGNDDRIEGVLCGAVKQLKVTRAKPDSTLYLSLMYLAKIKPNIFATEGVIEALCSLLRRDASINFKAKGNSLVSVLACNLLMAAYEEDENWPEIFVKVYIEDSLGERIWVDSPHCKTFVDNIQTAFNTRMPPRSVLLQGEAGRVAGDLGAGSSPHPSLTEEEDSQTELL.... Result: 0 (no interaction). (2) The miRNA is mmu-miR-468-3p with sequence UAUGACUGAUGUGCGUGUGUCUG. The protein sequence of the target gene is MEACCLLQLPQRLLLLGAAALTATALETADLAELCGQTWQGDGLLLRSHAASRRFYFVAPDTDCGLWVQAAAPGDRIRFQFRFFLVYSLTPAPPALNTSSPAPADPCAPGSYLQFYEGPPGAPRPLGSPLCGLNIPVPVASSGPFLGLRLVTRGRQPRVDFVGEVTSFRLGPCGAYFRCQNGRCIPSSLVCDPWGMDNCGDGSDQGSWSPADCRGPSPVPSQTGSTDAHTSRSLTPSPALGSAGSLWIAAERSSPAGRDPTRQDAALEGSTE. Result: 0 (no interaction). (3) The miRNA is hsa-miR-4687-3p with sequence UGGCUGUUGGAGGGGGCAGGC. The protein sequence of the target gene is MDLQLKQWRSQQQNESEEQGSAATKISNFFFDQIQSQTATSAAAAPLPLFVPEPTSSSSFSCFSPDSSNSSSSSRFLKMGNFFSWAQWQELELQALIYRYMLAGASVPQELLLPIKKSLLHQSPMHFLHHPLQHSFPHHQPSWYWGRGAMDPEPGRCKRTDGKKWRCSRDVVAGHKYCDRHIHRGRNRSRKPVETATTTITTTATTTASSFVLGEELGHGPNNNHFFSSGSSQPLHLSHQQSCSSEMKQESNNNKRPYEANSGFSNGRSDDGHILRHFFDDWPRSSDSTSSPMSSSTCHL.... Result: 0 (no interaction). (4) The miRNA is hsa-miR-4527 with sequence UGGUCUGCAAAGAGAUGACUGU. The protein sequence of the target gene is MWPSQLLIFMMLLAPIIHAFSRAPIPMAVVRRELSCESYPIELRCPGTDVIMIESANYGRTDDKICDSDPAQMENIRCYLPDAYKIMSQRCNNRTQCAVVAGPDVFPDPCPGTYKYLEVQYECVPYKVEQKVFLCPGLLKGVYQSEHLFESDHQSGAWCKDPLQASDKIYYMPWTPYRTDTLTEYSSKDDFIAGRPTTTYKLPHRVDGTGFVVYDGALFFNKERTRNIVKFDLRTRIKSGEAIIANANYHDTSPYRWGGKSDIDLAVDENGLWVIYATEQNNGKIVISQLNPYTLRIEGT.... Result: 0 (no interaction).